Dataset: Reaction yield outcomes from USPTO patents with 853,638 reactions. Task: Predict the reaction yield, written as a fraction of the theoretical maximum amount of product (1.0 means a 100% yield; for example, 0.34 means a 34% yield). (1) The reactants are Cl[C:2]1N=C(Cl)C=C[C:3]=1C(N)=O.CC1(C)C(C)(C)OB(C2CCN(C(OC(C)(C)C)=O)CC=2)O1.[CH3:34][N:35]1[CH2:40][CH2:39][CH:38]([O:41][C:42]2[CH:48]=[CH:47][C:45]([NH2:46])=[CH:44][CH:43]=2)[CH2:37][CH2:36]1.C(O)(=O)C=C.[C:54]([C:57]1[CH:58]=[CH:59][C:60]([C:77]2[CH2:82][CH2:81][N:80]([C:83]([O:85]C(C)(C)C)=O)[CH2:79][CH:78]=2)=[N:61][C:62]=1NC1C=CC(CCN2CCCC2)=CC=1)(=[O:56])[NH2:55]. No catalyst specified. The product is [C:83]([N:80]1[CH2:79][CH2:78][CH:77]([C:60]2[CH:59]=[CH:58][C:57]([C:54]([NH2:55])=[O:56])=[C:62]([NH:46][C:45]3[CH:47]=[CH:48][C:42]([O:41][CH:38]4[CH2:37][CH2:36][N:35]([CH3:34])[CH2:40][CH2:39]4)=[CH:43][CH:44]=3)[N:61]=2)[CH2:82][CH2:81]1)(=[O:85])[CH:2]=[CH2:3]. The yield is 0.520. (2) The reactants are [Cl:1][C:2]1[N:6]=[CH:5][NH:4][N:3]=1.Cl[C:8]1[CH:13]=[CH:12][C:11]([N+:14]([O-:16])=[O:15])=[CH:10][C:9]=1[O:17]C.[OH-].[K+].CS(C)=O. The product is [Cl:1][C:2]1[N:6]=[CH:5][N:4]([C:8]2[CH:13]=[CH:12][C:11]([N+:14]([O-:16])=[O:15])=[CH:10][C:9]=2[OH:17])[N:3]=1. The yield is 0.144. The catalyst is O. (3) The reactants are Cl.[NH2:2][C:3]1[CH:8]=[CH:7][C:6]([N:9]2[CH2:14][CH2:13][C:12](=[O:15])[CH2:11][CH2:10]2)=[CH:5][CH:4]=1.C(N(CC)CC)C.[N:23]1[CH:28]=[CH:27][CH:26]=[C:25]([S:29](Cl)(=[O:31])=[O:30])[CH:24]=1. The catalyst is C(Cl)Cl. The product is [O:15]=[C:12]1[CH2:11][CH2:10][N:9]([C:6]2[CH:7]=[CH:8][C:3]([NH:2][S:29]([C:25]3[CH:24]=[N:23][CH:28]=[CH:27][CH:26]=3)(=[O:31])=[O:30])=[CH:4][CH:5]=2)[CH2:14][CH2:13]1. The yield is 0.130. (4) The reactants are Cl[C:2]1[N:10]=[C:9]([Cl:11])[CH:8]=[CH:7][C:3]=1[C:4]([OH:6])=[O:5].[NH2:12][CH2:13][C:14]1[CH:19]=[CH:18][CH:17]=[CH:16][N:15]=1. The catalyst is C(O)(C)(C)C. The product is [Cl:11][C:9]1[CH:8]=[CH:7][C:3]([C:4]([OH:6])=[O:5])=[C:2]([NH:12][CH2:13][C:14]2[CH:19]=[CH:18][CH:17]=[CH:16][N:15]=2)[N:10]=1. The yield is 0.790. (5) The reactants are N(C(OCC)=O)=NC(OCC)=O.[F:13][C:14]([F:32])([F:31])[C:15]1[CH:16]=[C:17]([S:21]([N:24]2[CH2:29][CH2:28][CH:27]([OH:30])[CH2:26][CH2:25]2)(=[O:23])=[O:22])[CH:18]=[CH:19][CH:20]=1.O[N:34]1[C:42](=[O:43])[C:41]2[C:36](=[CH:37][CH:38]=[CH:39][CH:40]=2)[C:35]1=[O:44].C1(P(C2C=CC=CC=2)C2C=CC=CC=2)C=CC=CC=1. The catalyst is O1CCCC1. The product is [F:32][C:14]([F:13])([F:31])[C:15]1[CH:16]=[C:17]([S:21]([N:24]2[CH2:25][CH2:26][CH:27]([O:30][N:34]3[C:42](=[O:43])[C:41]4[C:36](=[CH:37][CH:38]=[CH:39][CH:40]=4)[C:35]3=[O:44])[CH2:28][CH2:29]2)(=[O:23])=[O:22])[CH:18]=[CH:19][CH:20]=1. The yield is 0.740.